This data is from Catalyst prediction with 721,799 reactions and 888 catalyst types from USPTO. The task is: Predict which catalyst facilitates the given reaction. (1) The catalyst class is: 7. Product: [CH3:12][O:11][CH2:10][O:9][CH2:8][C:5]1[CH:6]=[CH:7][C:2]([O:19][B:18]([OH:27])[OH:23])=[CH:3][CH:4]=1. Reactant: Br[C:2]1[CH:7]=[CH:6][C:5]([CH2:8][O:9][CH2:10][O:11][CH3:12])=[CH:4][CH:3]=1.C([Li])CCC.[B:18]([O:27]C(C)C)([O:23]C(C)C)[O:19]C(C)C.Cl. (2) Reactant: C[O:2][C:3]([C:5]1[S:6][CH:7]=[CH:8][C:9]=1[NH:10][NH2:11])=[O:4].C(N(CC)CC)C.C[O:20][C:21](=O)[N:22]=[C:23](SC)[C:24]([C:38]1[CH:39]=[N:40][C:41]([O:46][CH3:47])=[C:42]([O:44][CH3:45])[CH:43]=1)=[N:25][C:26]1[CH:31]=[CH:30][C:29]([C:32]2[N:36]=[C:35]([CH3:37])[O:34][N:33]=2)=[CH:28][CH:27]=1. Product: [CH3:45][O:44][C:42]1[CH:43]=[C:38]([CH:24]([NH:25][C:26]2[CH:31]=[CH:30][C:29]([C:32]3[N:36]=[C:35]([CH3:37])[O:34][N:33]=3)=[CH:28][CH:27]=2)[C:23]2[NH:22][C:21](=[O:20])[N:10]([C:9]3[CH:8]=[CH:7][S:6][C:5]=3[C:3]([OH:2])=[O:4])[N:11]=2)[CH:39]=[N:40][C:41]=1[O:46][CH3:47]. The catalyst class is: 3. (3) Reactant: [F:1][C:2]1[CH:9]=[CH:8][C:7]([Cl:10])=[CH:6][C:3]=1[CH2:4][NH2:5].[CH3:11][O:12][CH:13]([O:18][CH3:19])[C:14](OC)=[O:15]. Product: [Cl:10][C:7]1[CH:8]=[CH:9][C:2]([F:1])=[C:3]([CH:6]=1)[CH2:4][NH:5][C:14](=[O:15])[CH:13]([O:18][CH3:19])[O:12][CH3:11]. The catalyst class is: 194. (4) Reactant: C[CH:2]([N:4]1[CH2:9][CH2:8][CH:7]([CH2:10][CH:11]2[CH2:16][CH2:15][N:14](C(OC(C)(C)C)=O)[CH2:13][CH2:12]2)[CH2:6][CH2:5]1)C. Product: [CH3:2][N:4]1[CH2:9][CH2:8][CH:7]([CH2:10][CH:11]2[CH2:16][CH2:15][NH:14][CH2:13][CH2:12]2)[CH2:6][CH2:5]1. The catalyst class is: 89.